This data is from Retrosynthesis with 50K atom-mapped reactions and 10 reaction types from USPTO. The task is: Predict the reactants needed to synthesize the given product. (1) Given the product N#Cc1cnc(N)nc1Cl, predict the reactants needed to synthesize it. The reactants are: N.N#Cc1cnc(Cl)nc1Cl. (2) Given the product COC(CNc1nc2ccccc2nc1Cl)OC, predict the reactants needed to synthesize it. The reactants are: COC(CN)OC.Clc1nc2ccccc2nc1Cl. (3) Given the product Cc1noc(C)c1-c1cccc(NC(=O)O)c1, predict the reactants needed to synthesize it. The reactants are: Cc1noc(C)c1B1OC(C)(C)C(C)(C)O1.O=C(O)Nc1cccc(I)c1. (4) Given the product Nc1cnn(CCN2CCCC2)c1, predict the reactants needed to synthesize it. The reactants are: O=[N+]([O-])c1cnn(CCN2CCCC2)c1. (5) Given the product CCOC(=O)C(CC)CN(C(=O)OCC)[C@@H](C)C(=O)O, predict the reactants needed to synthesize it. The reactants are: CCOC(=O)C(CC)CN[C@@H](C)C(=O)O.CCOC(=O)Cl. (6) Given the product Cc1cc(O)cc(C)c1C[C@H](NC(=O)OC(C)(C)C)C(=O)N[C@H](C)C(=O)O, predict the reactants needed to synthesize it. The reactants are: COC(=O)[C@@H](C)NC(=O)C(Cc1c(C)cc(O)cc1C)NC(=O)OC(C)(C)C. (7) The reactants are: C#CC(C)(C)O.Fc1ccc(Br)c(OC2CCN(c3ncc(Br)cn3)CC2)c1. Given the product CC(C)(O)C#Cc1cnc(N2CCC(Oc3cc(F)ccc3Br)CC2)nc1, predict the reactants needed to synthesize it.